This data is from Forward reaction prediction with 1.9M reactions from USPTO patents (1976-2016). The task is: Predict the product of the given reaction. The product is: [CH3:1]/[CH:2]=[C:3]1/[C@H:4]2[CH:11]=[C:10]([CH3:12])[CH2:9][C@:8]/1([NH2:13])[C:7]1[CH:14]=[CH:15][C:16]([NH:18][C:6]=1[CH2:5]2)=[O:17]. Given the reactants [CH3:1]/[CH:2]=[C:3]1/[C@H:4]2[CH:11]=[C:10]([CH3:12])[CH2:9][C@:8]/1([NH2:13])[C:7]1[CH:14]=[CH:15][C:16]([NH:18][C:6]=1[CH2:5]2)=[O:17].C1C=CC(C(O[C@H](C(O)=O)[C@H](OC(C2C=CC=CC=2)=O)C(O)=O)=O)=CC=1.[OH-].[Na+], predict the reaction product.